This data is from Catalyst prediction with 721,799 reactions and 888 catalyst types from USPTO. The task is: Predict which catalyst facilitates the given reaction. (1) The catalyst class is: 36. Product: [CH2:1]([O:8][C:9](=[O:16])[NH:10][C@H:11]([CH:13]([OH:15])[CH3:14])[CH3:12])[C:2]1[CH:7]=[CH:6][CH:5]=[CH:4][CH:3]=1. Reactant: [CH2:1]([O:8][C:9](=[O:16])[NH:10][C@H:11]([C:13](=[O:15])[CH3:14])[CH3:12])[C:2]1[CH:7]=[CH:6][CH:5]=[CH:4][CH:3]=1.[BH4-].[Na+]. (2) Reactant: [Br:1]N1C(=O)CCC1=O.[NH2:9][C:10]1[CH:11]=[N:12][CH:13]=[CH:14][CH:15]=1.C(N(CC)CC)C.CN(C1C=CC=CN=1)C.[C:32](O[C:32]([O:34][C:35]([CH3:38])([CH3:37])[CH3:36])=[O:33])([O:34][C:35]([CH3:38])([CH3:37])[CH3:36])=[O:33]. Product: [Br:1][C:11]1[C:10]([NH:9][C:32](=[O:33])[O:34][C:35]([CH3:38])([CH3:37])[CH3:36])=[CH:15][CH:14]=[CH:13][N:12]=1. The catalyst class is: 42. (3) Reactant: Cl[C:2]1[CH:25]=[C:24]([F:26])[C:23]([F:27])=[CH:22][C:3]=1[C:4]([C:6](=[CH:12][NH:13][C:14]1[CH:19]=[CH:18][C:17]([F:20])=[CH:16][C:15]=1[F:21])[C:7]([O:9][CH2:10][CH3:11])=[O:8])=[O:5].[H-].[Na+].O. Product: [F:21][C:15]1[CH:16]=[C:17]([F:20])[CH:18]=[CH:19][C:14]=1[N:13]1[C:2]2[C:3](=[CH:22][C:23]([F:27])=[C:24]([F:26])[CH:25]=2)[C:4](=[O:5])[C:6]([C:7]([O:9][CH2:10][CH3:11])=[O:8])=[CH:12]1. The catalyst class is: 7.